Dataset: NCI-60 drug combinations with 297,098 pairs across 59 cell lines. Task: Regression. Given two drug SMILES strings and cell line genomic features, predict the synergy score measuring deviation from expected non-interaction effect. (1) Drug 1: CC1CCC2CC(C(=CC=CC=CC(CC(C(=O)C(C(C(=CC(C(=O)CC(OC(=O)C3CCCCN3C(=O)C(=O)C1(O2)O)C(C)CC4CCC(C(C4)OC)OCCO)C)C)O)OC)C)C)C)OC. Drug 2: CC1C(C(CC(O1)OC2CC(CC3=C2C(=C4C(=C3O)C(=O)C5=C(C4=O)C(=CC=C5)OC)O)(C(=O)CO)O)N)O.Cl. Cell line: SK-MEL-5. Synergy scores: CSS=53.8, Synergy_ZIP=-2.43, Synergy_Bliss=1.00, Synergy_Loewe=0.769, Synergy_HSA=2.26. (2) Drug 1: C1CCN(CC1)CCOC2=CC=C(C=C2)C(=O)C3=C(SC4=C3C=CC(=C4)O)C5=CC=C(C=C5)O. Drug 2: CCN(CC)CCNC(=O)C1=C(NC(=C1C)C=C2C3=C(C=CC(=C3)F)NC2=O)C. Cell line: SF-268. Synergy scores: CSS=-6.91, Synergy_ZIP=4.01, Synergy_Bliss=2.12, Synergy_Loewe=-7.12, Synergy_HSA=-5.88.